Task: Predict the reaction yield, written as a fraction of the theoretical maximum amount of product (1.0 means a 100% yield; for example, 0.34 means a 34% yield).. Dataset: Reaction yield outcomes from USPTO patents with 853,638 reactions (1) The catalyst is C(Cl)Cl. The reactants are [Si]([O:8][CH2:9][CH2:10][N:11]([CH2:27][CH2:28][OH:29])[CH:12]1[C:20]2[C:15](=[CH:16][C:17](/[CH:21]=[CH:22]/[C:23]([O:25][CH3:26])=[O:24])=[CH:18][CH:19]=2)[CH2:14][CH2:13]1)(C(C)(C)C)(C)C.[C:30]1(O)[CH:35]=[CH:34][CH:33]=[CH:32][CH:31]=1.C1(P(C2C=CC=CC=2)C2C=CC=CC=2)C=CC=CC=1.C1CCN(C(N=NC(N2CCCCC2)=O)=O)CC1. The yield is 0.660. The product is [OH:29][CH2:28][CH2:27][N:11]([CH2:10][CH2:9][O:8][C:30]1[CH:35]=[CH:34][CH:33]=[CH:32][CH:31]=1)[CH:12]1[C:20]2[C:15](=[CH:16][C:17](/[CH:21]=[CH:22]/[C:23]([O:25][CH3:26])=[O:24])=[CH:18][CH:19]=2)[CH2:14][CH2:13]1. (2) The yield is 0.450. The product is [Cl:1][C:2]1[CH:7]=[CH:6][C:5]([O:8][CH3:9])=[CH:4][C:3]=1[C:10]1[CH:20]=[C:19]([CH3:21])[C:13]2[N:14]=[C:15]([NH:18][C:23]3[CH:28]=[CH:27][C:26]([S:29]([N:32]4[CH2:37][CH2:36][N:35]([CH3:38])[CH2:34][CH2:33]4)(=[O:30])=[O:31])=[CH:25][CH:24]=3)[N:16]=[N:17][C:12]=2[CH:11]=1. The reactants are [Cl:1][C:2]1[CH:7]=[CH:6][C:5]([O:8][CH3:9])=[CH:4][C:3]=1[C:10]1[CH:20]=[C:19]([CH3:21])[C:13]2[N:14]=[C:15]([NH2:18])[N:16]=[N:17][C:12]=2[CH:11]=1.Br[C:23]1[CH:28]=[CH:27][C:26]([S:29]([N:32]2[CH2:37][CH2:36][N:35]([CH3:38])[CH2:34][CH2:33]2)(=[O:31])=[O:30])=[CH:25][CH:24]=1.CC1(C)C2C(=C(P(C3C=CC=CC=3)C3C=CC=CC=3)C=CC=2)OC2C(P(C3C=CC=CC=3)C3C=CC=CC=3)=CC=CC1=2.CC(C)([O-])C.[K+]. The catalyst is O1CCOCC1.C([O-])(=O)C.[Pd+2].C([O-])(=O)C. (3) The reactants are [F:1][C:2]1[CH:3]=[C:4]([CH:6]=[CH:7][C:8]=1[O:9][C:10]1[CH:15]=[CH:14][N:13]=[C:12]2[CH:16]=[C:17]([C:19]3[CH:20]=[N:21][N:22]([CH2:24][CH2:25][N:26]4[CH2:31][CH2:30][N:29]([CH3:32])[CH2:28][CH2:27]4)[CH:23]=3)[S:18][C:11]=12)[NH2:5].[N:33]1[CH:38]=[CH:37][CH:36]=C[CH:34]=1.ClC(OC1C=CC=CC=1)=[O:41].C1(N)CC1. The catalyst is CN(C=O)C. The product is [CH:38]1([NH:33][C:34]([NH:5][C:4]2[CH:6]=[CH:7][C:8]([O:9][C:10]3[CH:15]=[CH:14][N:13]=[C:12]4[CH:16]=[C:17]([C:19]5[CH:20]=[N:21][N:22]([CH2:24][CH2:25][N:26]6[CH2:27][CH2:28][N:29]([CH3:32])[CH2:30][CH2:31]6)[CH:23]=5)[S:18][C:11]=34)=[C:2]([F:1])[CH:3]=2)=[O:41])[CH2:36][CH2:37]1. The yield is 0.120. (4) The catalyst is CCO.COCCOC.C1C=CC([P]([Pd]([P](C2C=CC=CC=2)(C2C=CC=CC=2)C2C=CC=CC=2)([P](C2C=CC=CC=2)(C2C=CC=CC=2)C2C=CC=CC=2)[P](C2C=CC=CC=2)(C2C=CC=CC=2)C2C=CC=CC=2)(C2C=CC=CC=2)C2C=CC=CC=2)=CC=1. The reactants are [Br:1][C:2]1[CH:3]=[C:4](B2OC(C)(C)C(C)(C)O2)[CH:5]=[C:6]([O:8][CH3:9])[CH:7]=1.I[C:20]1[C:28]2[C:23](=[N:24][CH:25]=[N:26][C:27]=2[NH2:29])[N:22]([CH:30]([CH3:32])[CH3:31])[N:21]=1.C([O-])([O-])=O.[Na+].[Na+]. The product is [Br:1][C:2]1[CH:3]=[C:4]([C:20]2[C:28]3[C:23](=[N:24][CH:25]=[N:26][C:27]=3[NH2:29])[N:22]([CH:30]([CH3:32])[CH3:31])[N:21]=2)[CH:5]=[C:6]([O:8][CH3:9])[CH:7]=1. The yield is 0.360. (5) The reactants are [F:1][C:2]([F:21])([F:20])[O:3][C:4]1[CH:9]=[CH:8][C:7]([C:10]2[CH:18]=[CH:17][CH:16]=[C:15]3[C:11]=2[CH2:12][C:13](=[O:19])[NH:14]3)=[CH:6][CH:5]=1.[N:22]1([CH2:27][CH2:28][CH2:29][NH:30][C:31]([C:33]2[C:37](C)=[C:36]([CH:39]=O)[NH:35][C:34]=2[CH3:41])=[O:32])[CH2:26][CH2:25][CH2:24][CH2:23]1. The catalyst is C(O)C.N1CCCCC1. The product is [N:22]1([CH2:27][CH2:28][CH2:29][NH:30][C:31]([C:33]2[CH:37]=[C:36]([CH3:39])[NH:35][C:34]=2[CH:41]=[C:12]2[C:11]3[C:15](=[CH:16][CH:17]=[CH:18][C:10]=3[C:7]3[CH:6]=[CH:5][C:4]([O:3][C:2]([F:1])([F:20])[F:21])=[CH:9][CH:8]=3)[NH:14][C:13]2=[O:19])=[O:32])[CH2:26][CH2:25][CH2:24][CH2:23]1. The yield is 0.720. (6) The reactants are [NH:1]1[C:9]2[C:4](=[CH:5][CH:6]=[CH:7][CH:8]=2)[CH2:3][C:2]1=[O:10].[C:11](OC(=O)C)(=[O:13])[CH3:12]. The catalyst is C(O)(=O)C.O. The product is [C:11]([N:1]1[C:9]2[C:4](=[CH:5][CH:6]=[CH:7][CH:8]=2)[CH2:3][C:2]1=[O:10])(=[O:13])[CH3:12]. The yield is 0.790. (7) The reactants are I[C:2]1[CH:3]=[C:4]([N:11]2[CH2:16][CH2:15][O:14][CH2:13][C:12]2=[O:17])[CH:5]=[C:6]([N+:8]([O-:10])=[O:9])[CH:7]=1.C(=O)([O-])[O-].[Cs+].[Cs+].[NH:24]1[CH2:29][CH2:28][O:27][CH2:26][CH2:25]1. The catalyst is C1(C)C=CC=CC=1.C(Cl)Cl.C([O-])(=O)C.[Pd+2].C([O-])(=O)C.C1(P(C2C=CC=CC=2)C2C=CC3C(=CC=CC=3)C=2C2C3C(=CC=CC=3)C=CC=2P(C2C=CC=CC=2)C2C=CC=CC=2)C=CC=CC=1. The product is [O:27]1[CH2:28][CH2:29][N:24]([C:2]2[CH:3]=[C:4]([N:11]3[CH2:16][CH2:15][O:14][CH2:13][C:12]3=[O:17])[CH:5]=[C:6]([N+:8]([O-:10])=[O:9])[CH:7]=2)[CH2:25][CH2:26]1. The yield is 0.697. (8) The reactants are C1(C2C=CC=CC=2)C=CC([C:7](=[O:15])[CH2:8][C:9]2[CH:14]=[CH:13][CH:12]=[CH:11][CH:10]=2)=CC=1.Br[C:23]1[CH:28]=[CH:27][C:26]([F:29])=[CH:25][C:24]=1[F:30]. No catalyst specified. The product is [F:30][C:24]1[CH:25]=[C:26]([F:29])[CH:27]=[CH:28][C:23]=1[C:7](=[O:15])[CH2:8][C:9]1[CH:14]=[CH:13][CH:12]=[CH:11][CH:10]=1. The yield is 0.190.